Task: Predict the product of the given reaction.. Dataset: Forward reaction prediction with 1.9M reactions from USPTO patents (1976-2016) (1) Given the reactants [CH:1]1([C:6]([OH:32])([CH2:22][C:23]2[O:24]C(C)(C)O[C:27](=[O:29])[CH:28]=2)[CH2:7][CH2:8][C:9]2[CH:14]=[CH:13][C:12]([C:15]3([C:19]#[N:20])[CH2:18][CH2:17][CH2:16]3)=[C:11]([F:21])[CH:10]=2)[CH2:5][CH2:4][CH2:3][CH2:2]1.C1(C(O)(CC2OC(C)(C)OC(=O)C=2)CCC2C=CC(C3(C#N)CC3)=C(F)C=2)CCCC1, predict the reaction product. The product is: [CH:1]1([C:6]2([CH2:7][CH2:8][C:9]3[CH:14]=[CH:13][C:12]([C:15]4([C:19]#[N:20])[CH2:18][CH2:17][CH2:16]4)=[C:11]([F:21])[CH:10]=3)[CH2:22][C:23](=[O:24])[CH2:28][C:27](=[O:29])[O:32]2)[CH2:5][CH2:4][CH2:3][CH2:2]1. (2) Given the reactants CN(C1C(C2C(P(C3CCCCC3)C3CCCCC3)=CC=CC=2)=CC=CC=1)C.CC(C)([O-])C.[Na+].Br[C:36]1[CH:41]=[CH:40][C:39]([F:42])=[CH:38][CH:37]=1.[NH2:43][C@H:44]1[C:53]2[C:48](=[CH:49][CH:50]=[CH:51][CH:52]=2)[N:47]([C:54](=[O:56])[CH3:55])[C@@H:46]([CH:57]2[CH2:59][CH2:58]2)[C@@H:45]1[CH3:60], predict the reaction product. The product is: [CH:57]1([C@H:46]2[C@H:45]([CH3:60])[C@@H:44]([NH:43][C:36]3[CH:41]=[CH:40][C:39]([F:42])=[CH:38][CH:37]=3)[C:53]3[C:48](=[CH:49][CH:50]=[CH:51][CH:52]=3)[N:47]2[C:54](=[O:56])[CH3:55])[CH2:58][CH2:59]1. (3) Given the reactants C([Li])CCC.Br[C:7]1[CH:12]=[CH:11][C:10]([CH:13]2[O:17]CCO2)=[C:9]([F:18])[CH:8]=1.[CH:19]1([C:25]([C:27]2[CH:32]=[CH:31][C:30]([O:33]COC)=[CH:29][CH:28]=2)=O)[CH2:24][CH2:23][CH2:22][CH2:21][CH2:20]1.O, predict the reaction product. The product is: [C:19]1(=[C:25]([C:27]2[CH:28]=[CH:29][C:30]([OH:33])=[CH:31][CH:32]=2)[C:7]2[CH:12]=[CH:11][C:10]([CH:13]=[O:17])=[C:9]([F:18])[CH:8]=2)[CH2:20][CH2:21][CH2:22][CH2:23][CH2:24]1.